From a dataset of Catalyst prediction with 721,799 reactions and 888 catalyst types from USPTO. Predict which catalyst facilitates the given reaction. Reactant: [NH:1]1[C:9]2[C:4](=[CH:5][CH:6]=[CH:7][CH:8]=2)[CH:3]=[CH:2]1.CB(O)O.[C:14]([O-:17])([O-])=[O:15].[K+].[K+].O1[CH2:25][CH2:24]OCC1. Product: [CH3:6][C:5]1[C:24]([CH3:25])=[CH:7][CH:8]=[C:9]2[C:4]=1[C:3]([C:14]([OH:17])=[O:15])=[CH:2][NH:1]2. The catalyst class is: 140.